Dataset: Catalyst prediction with 721,799 reactions and 888 catalyst types from USPTO. Task: Predict which catalyst facilitates the given reaction. (1) Reactant: [Na].[C:2]([O:10][CH2:11][CH3:12])(=[O:9])[CH2:3][C:4]([O:6][CH2:7][CH3:8])=[O:5].Br[CH2:14][CH2:15][O:16][CH2:17][CH2:18][O:19][CH3:20]. Product: [CH2:11]([O:10][C:2](=[O:9])[CH:3]([CH2:14][CH2:15][O:16][CH2:17][CH2:18][O:19][CH3:20])[C:4]([O:6][CH2:7][CH3:8])=[O:5])[CH3:12]. The catalyst class is: 14. (2) Reactant: [CH3:1][CH2:2][C:3]([NH:5][S:6]([C:9]1[CH:10]=[CH:11][C:12]([C:15]2[C:19]([C:20]3[CH:21]=[CH:22][CH:23]=[CH:24][CH:25]=3)=[N:18][O:17][C:16]=2[CH3:26])=[CH:13][CH:14]=1)(=[O:8])=[O:7])=[O:4].[OH-].[Na+:28]. Product: [CH3:1][CH2:2][C:3]([N-:5][S:6]([C:9]1[CH:14]=[CH:13][C:12]([C:15]2[C:19]([C:20]3[CH:25]=[CH:24][CH:23]=[CH:22][CH:21]=3)=[N:18][O:17][C:16]=2[CH3:26])=[CH:11][CH:10]=1)(=[O:8])=[O:7])=[O:4].[Na+:28]. The catalyst class is: 7.